This data is from Peptide-MHC class I binding affinity with 185,985 pairs from IEDB/IMGT. The task is: Regression. Given a peptide amino acid sequence and an MHC pseudo amino acid sequence, predict their binding affinity value. This is MHC class I binding data. (1) The peptide sequence is SYRNFSFSL. The MHC is HLA-A26:01 with pseudo-sequence HLA-A26:01. The binding affinity (normalized) is 0.0847. (2) The peptide sequence is KQYIVATLMK. The MHC is H-2-Kb with pseudo-sequence H-2-Kb. The binding affinity (normalized) is 0.284. (3) The peptide sequence is ITLILSNKLL. The MHC is HLA-A68:02 with pseudo-sequence HLA-A68:02. The binding affinity (normalized) is 0.189. (4) The peptide sequence is LVISGLFPV. The MHC is HLA-A02:06 with pseudo-sequence HLA-A02:06. The binding affinity (normalized) is 1.00. (5) The binding affinity (normalized) is 0.580. The MHC is Mamu-A01 with pseudo-sequence Mamu-A01. The peptide sequence is QGSTPLALM.